Dataset: Catalyst prediction with 721,799 reactions and 888 catalyst types from USPTO. Task: Predict which catalyst facilitates the given reaction. The catalyst class is: 5. Reactant: [CH3:1][O:2][CH2:3][C:4]1[CH:5]=[C:6]([C:10]2[O:14]C=[N:12][C:11]=2[C:15]([O:17][CH3:18])=[O:16])[CH:7]=[CH:8][CH:9]=1.C(Cl)(=O)C. Product: [NH2:12][CH:11]([C:10]([C:6]1[CH:7]=[CH:8][CH:9]=[C:4]([CH2:3][O:2][CH3:1])[CH:5]=1)=[O:14])[C:15]([O:17][CH3:18])=[O:16].